Dataset: Full USPTO retrosynthesis dataset with 1.9M reactions from patents (1976-2016). Task: Predict the reactants needed to synthesize the given product. (1) Given the product [CH3:1][O:2][C:3]1[CH:4]=[CH:5][C:6]([CH:9]([C:16]2[CH:21]=[CH:20][CH:19]=[CH:18][CH:17]=2)[N:10]2[CH2:11][CH2:12][N:13]([C:23]3[CH:24]=[CH:25][C:26]4[N:27]([C:29]([C:32]([F:33])([F:35])[F:34])=[N:30][N:31]=4)[N:28]=3)[CH2:14][CH2:15]2)=[CH:7][CH:8]=1, predict the reactants needed to synthesize it. The reactants are: [CH3:1][O:2][C:3]1[CH:8]=[CH:7][C:6]([CH:9]([C:16]2[CH:21]=[CH:20][CH:19]=[CH:18][CH:17]=2)[N:10]2[CH2:15][CH2:14][NH:13][CH2:12][CH2:11]2)=[CH:5][CH:4]=1.Cl[C:23]1[CH:24]=[CH:25][C:26]2[N:27]([C:29]([C:32]([F:35])([F:34])[F:33])=[N:30][N:31]=2)[N:28]=1. (2) Given the product [F:1][C:2]1[CH:7]=[CH:6][C:5]([N+:8]([O-:10])=[O:9])=[CH:4][C:3]=1[C:11]12[CH2:18][CH:17]1[CH2:16][CH2:15][S:14][C:13]([NH:19][C:27](=[O:28])[O:29][C:30]([CH3:33])([CH3:32])[CH3:31])=[N:12]2, predict the reactants needed to synthesize it. The reactants are: [F:1][C:2]1[CH:7]=[CH:6][C:5]([N+:8]([O-:10])=[O:9])=[CH:4][C:3]=1[C:11]12[CH2:18][CH:17]1[CH2:16][CH2:15][S:14][C:13]([NH2:19])=[N:12]2.C(N(CC)CC)C.[C:27](O[C:27]([O:29][C:30]([CH3:33])([CH3:32])[CH3:31])=[O:28])([O:29][C:30]([CH3:33])([CH3:32])[CH3:31])=[O:28].O.